This data is from Catalyst prediction with 721,799 reactions and 888 catalyst types from USPTO. The task is: Predict which catalyst facilitates the given reaction. (1) Reactant: [Cl:1][C:2]1[CH:3]=[C:4]([N:10]2[C:14]([CH3:15])=[C:13]([O:16][C:17]3[CH:26]=[CH:25][C:20]([C:21]([NH:23][NH2:24])=[O:22])=[CH:19][CH:18]=3)[C:12]([CH3:27])=[N:11]2)[CH:5]=[CH:6][C:7]=1[C:8]#[N:9].Cl[C:29](=O)[C:30]([O:32][CH3:33])=[O:31].CC1C=CC(S(Cl)(=O)=O)=CC=1.C(=O)([O-])O.[Na+]. Product: [Cl:1][C:2]1[CH:3]=[C:4]([N:10]2[C:14]([CH3:15])=[C:13]([O:16][C:17]3[CH:26]=[CH:25][C:20]([C:21]4[O:22][C:29]([C:30]([O:32][CH3:33])=[O:31])=[N:24][N:23]=4)=[CH:19][CH:18]=3)[C:12]([CH3:27])=[N:11]2)[CH:5]=[CH:6][C:7]=1[C:8]#[N:9]. The catalyst class is: 531. (2) Reactant: [Cl:1][C:2]1[CH:32]=[CH:31][CH:30]=[C:29]([C:33]([F:36])([F:35])[F:34])[C:3]=1[C:4]([N:6]1[C:14]2[C:9](=[CH:10][CH:11]=[C:12](B(O)O)[CH:13]=2)[C:8]([C:18]2[CH:23]=[CH:22][C:21]([C:24]([O:26][CH3:27])=[O:25])=[CH:20][C:19]=2[F:28])=[N:7]1)=[O:5].C[Si]([N-][Si](C)(C)C)(C)C.[Na+].N[C@H]1CC[CH2:51][CH2:50][C@@H:49]1[OH:54].IC1COC1. Product: [Cl:1][C:2]1[CH:32]=[CH:31][CH:30]=[C:29]([C:33]([F:36])([F:35])[F:34])[C:3]=1[C:4]([N:6]1[C:14]2[C:9](=[CH:10][CH:11]=[C:12]([CH:50]3[CH2:49][O:54][CH2:51]3)[CH:13]=2)[C:8]([C:18]2[CH:23]=[CH:22][C:21]([C:24]([O:26][CH3:27])=[O:25])=[CH:20][C:19]=2[F:28])=[N:7]1)=[O:5]. The catalyst class is: 41. (3) Reactant: [NH2:1][C:2]1[CH:3]=[C:4]2[C:8](=[CH:9][CH:10]=1)[NH:7][N:6]=[C:5]2[Cl:11].O1CCCC1.[F:17][C:18]1[CH:19]=[C:20]([S:24](Cl)(=[O:26])=[O:25])[CH:21]=[CH:22][CH:23]=1. Product: [Cl:11][C:5]1[C:4]2[C:8](=[CH:9][CH:10]=[C:2]([NH:1][S:24]([C:20]3[CH:21]=[CH:22][CH:23]=[C:18]([F:17])[CH:19]=3)(=[O:26])=[O:25])[CH:3]=2)[NH:7][N:6]=1. The catalyst class is: 66. (4) Reactant: [F:1][C:2]1[CH:3]=[C:4]([C:10]2[CH:15]=[CH:14][CH:13]=[CH:12][C:11]=2[NH2:16])[CH:5]=[C:6]([F:9])[C:7]=1[F:8].O=C1N(P(Cl)(N2CCOC2=O)=O)CCO1.[CH3:32][C:33]1[S:34][C:35]([C:42](O)=[O:43])=[C:36]([C:38]([F:41])([F:40])[F:39])[N:37]=1.C(N(CC)CC)C. Product: [F:1][C:2]1[CH:3]=[C:4]([C:10]2[CH:15]=[CH:14][CH:13]=[CH:12][C:11]=2[NH:16][C:42]([C:35]2[S:34][C:33]([CH3:32])=[N:37][C:36]=2[C:38]([F:41])([F:40])[F:39])=[O:43])[CH:5]=[C:6]([F:9])[C:7]=1[F:8]. The catalyst class is: 4. (5) Reactant: [OH:1][C:2]1[C:6]2([CH2:11][CH2:10][N:9]([O:12][CH3:13])[CH2:8][CH2:7]2)[O:5][C:4](=[O:14])[C:3]=1[C:15]1[C:20]([CH3:21])=[CH:19][C:18]([CH3:22])=[CH:17][C:16]=1[CH3:23].C(N(CC)CC)C.Cl[C:32]([O:34][CH2:35][CH3:36])=[O:33].O. Product: [CH3:13][O:12][N:9]1[CH2:10][CH2:11][C:6]2([O:5][C:4](=[O:14])[C:3]([C:15]3[C:20]([CH3:21])=[CH:19][C:18]([CH3:22])=[CH:17][C:16]=3[CH3:23])=[C:2]2[O:1][C:32](=[O:33])[O:34][CH2:35][CH3:36])[CH2:7][CH2:8]1. The catalyst class is: 1. (6) Reactant: Cl[C:2]1[C:11]2[C:6](=[CH:7][C:8]([O:14][CH3:15])=[C:9]([O:12][CH3:13])[CH:10]=2)[N:5]=[CH:4][C:3]=1[C:16]([NH2:18])=[O:17].[NH2:19][C:20]1[C:21]([CH3:29])=[C:22](C=[CH:27][CH:28]=1)C(O)=O.[C:30]([OH:33])(=[O:32])[CH3:31]. Product: [C:30]([C:31]1[CH:27]=[CH:28][C:20]([NH:19][C:2]2[C:11]3[C:6](=[CH:7][C:8]([O:14][CH3:15])=[C:9]([O:12][CH3:13])[CH:10]=3)[N:5]=[CH:4][C:3]=2[C:16]([NH2:18])=[O:17])=[C:21]([CH3:29])[CH:22]=1)([OH:33])=[O:32]. The catalyst class is: 16. (7) Reactant: [NH2:1][CH2:2][C:3]([NH:5][C@H:6]([C@@H:19]([OH:23])[C:20]#[C:21][CH3:22])[CH2:7][NH:8][C:9](=[O:18])[O:10][CH2:11][C:12]1[CH:17]=[CH:16][CH:15]=[CH:14][CH:13]=1)=[O:4].C(N(CC)CC)C.Cl[C:32]1[C:41]2[C:36](=[CH:37][CH:38]=[C:39]([C:42]([F:45])([F:44])[F:43])[CH:40]=2)[N:35]=[CH:34][N:33]=1. Product: [OH:23][C@@H:19]([C:20]#[C:21][CH3:22])[C@@H:6]([NH:5][C:3](=[O:4])[CH2:2][NH:1][C:32]1[C:41]2[C:36](=[CH:37][CH:38]=[C:39]([C:42]([F:44])([F:45])[F:43])[CH:40]=2)[N:35]=[CH:34][N:33]=1)[CH2:7][NH:8][C:9](=[O:18])[O:10][CH2:11][C:12]1[CH:17]=[CH:16][CH:15]=[CH:14][CH:13]=1. The catalyst class is: 14.